From a dataset of Reaction yield outcomes from USPTO patents with 853,638 reactions. Predict the reaction yield, written as a fraction of the theoretical maximum amount of product (1.0 means a 100% yield; for example, 0.34 means a 34% yield). (1) The reactants are [C:1]([C:5]1[CH:6]=[C:7]([NH:28][C:29]([NH:31][C@@H:32]2[C:41]3[C:36](=[CH:37][CH:38]=[CH:39][CH:40]=3)[C@H:35]([O:42][C:43]3[CH:44]=[CH:45][C:46]4[N:47]([C:49]([N:52]5[CH2:57][CH2:56][CH2:55][CH2:54][CH2:53]5)=[N:50][N:51]=4)[CH:48]=3)[CH2:34][CH2:33]2)=[O:30])[N:8]([C:10]2[CH:15]=[CH:14][C:13]([Cl:16])=[C:12]([O:17][CH2:18]CCOC3CCCCO3)[CH:11]=2)[N:9]=1)([CH3:4])([CH3:3])[CH3:2].C1(C)C=CC(S([O-])(=O)=[O:65])=CC=1.[NH+]1[CH:74]=[CH:73]C=CC=1. The catalyst is CO. The product is [C:1]([C:5]1[CH:6]=[C:7]([NH:28][C:29]([NH:31][C@@H:32]2[C:41]3[C:36](=[CH:37][CH:38]=[CH:39][CH:40]=3)[C@H:35]([O:42][C:43]3[CH:44]=[CH:45][C:46]4[N:47]([C:49]([N:52]5[CH2:57][CH2:56][CH2:55][CH2:54][CH2:53]5)=[N:50][N:51]=4)[CH:48]=3)[CH2:34][CH2:33]2)=[O:30])[N:8]([C:10]2[CH:15]=[CH:14][C:13]([Cl:16])=[C:12]([O:17][CH2:18][CH:73]([OH:65])[CH3:74])[CH:11]=2)[N:9]=1)([CH3:3])([CH3:2])[CH3:4]. The yield is 0.990. (2) The reactants are [C:1]([NH2:4])(=[S:3])[CH3:2].Br[CH:6]([C:12](OCC)=[O:13])[C:7]([O:9][CH2:10][CH3:11])=[O:8]. The catalyst is C1(C)C=CC=CC=1. The product is [CH2:10]([O:9][C:7]([C:6]1[S:3][C:1]([CH3:2])=[N:4][C:12]=1[OH:13])=[O:8])[CH3:11]. The yield is 0.260. (3) The product is [NH2:31][CH2:32][CH2:33][CH2:34][NH:35][C:26]1[CH:25]=[C:24]([C:23]2[C:8]([C:5]3[CH:6]=[CH:7][C:2]([F:1])=[CH:3][CH:4]=3)=[N:9][N:10]3[C:15]([C:16]4[CH:21]=[CH:20][N:19]=[C:18]([NH:9][CH2:8][CH2:23][CH2:11][NH2:10])[CH:17]=4)=[CH:14][CH:13]=[CH:12][C:11]=23)[CH:29]=[CH:28][N:27]=1. The reactants are [F:1][C:2]1[CH:7]=[CH:6][C:5]([C:8]2[C:23]([C:24]3[CH:29]=[CH:28][N:27]=[C:26](F)[CH:25]=3)=[C:11]3[CH:12]=[CH:13][CH:14]=[C:15]([C:16]4[CH:21]=[CH:20][N:19]=[C:18](F)[CH:17]=4)[N:10]3[N:9]=2)=[CH:4][CH:3]=1.[NH2:31][CH2:32][CH2:33][CH2:34][NH2:35]. No catalyst specified. The yield is 0.460. (4) The reactants are C(OC(=O)[NH:7][C:8]1([C:31](=[O:39])[NH:32][C:33]2[CH:38]=[CH:37][CH:36]=[CH:35][CH:34]=2)[CH2:12][CH2:11][N:10]([C:13]2[C:14]3[C:28]([O:29][CH3:30])=[CH:27][N:26]=[CH:25][C:15]=3[N:16]=[C:17]([C:19]3[CH:24]=[CH:23][N:22]=[CH:21][CH:20]=3)[N:18]=2)[CH2:9]1)(C)(C)C.C(Cl)Cl.FC(F)(F)C(O)=O. The catalyst is CS(C)=O. The product is [C:33]1([NH:32][C:31]([C:8]2([NH2:7])[CH2:12][CH2:11][N:10]([C:13]3[C:14]4[C:28]([O:29][CH3:30])=[CH:27][N:26]=[CH:25][C:15]=4[N:16]=[C:17]([C:19]4[CH:24]=[CH:23][N:22]=[CH:21][CH:20]=4)[N:18]=3)[CH2:9]2)=[O:39])[CH:34]=[CH:35][CH:36]=[CH:37][CH:38]=1. The yield is 0.780.